This data is from Forward reaction prediction with 1.9M reactions from USPTO patents (1976-2016). The task is: Predict the product of the given reaction. Given the reactants F[C:2]1[CH:7]=[C:6]([C:8]2[N:9]([CH3:22])[C:10]([S:20][CH3:21])=[N:11][C:12]=2[C:13]2[CH:18]=[CH:17][C:16]([F:19])=[CH:15][CH:14]=2)[CH:5]=[CH:4][N:3]=1.[NH2:23][CH2:24][CH:25]([OH:27])[CH3:26], predict the reaction product. The product is: [F:19][C:16]1[CH:17]=[CH:18][C:13]([C:12]2[N:11]=[C:10]([S:20][CH3:21])[N:9]([CH3:22])[C:8]=2[C:6]2[CH:5]=[CH:4][N:3]=[C:2]([NH:23][CH2:24][CH:25]([OH:27])[CH3:26])[CH:7]=2)=[CH:14][CH:15]=1.